Dataset: Peptide-MHC class II binding affinity with 134,281 pairs from IEDB. Task: Regression. Given a peptide amino acid sequence and an MHC pseudo amino acid sequence, predict their binding affinity value. This is MHC class II binding data. (1) The MHC is DRB1_0101 with pseudo-sequence DRB1_0101. The peptide sequence is LPDKFYEEFCDAVYE. The binding affinity (normalized) is 0.294. (2) The peptide sequence is STGGAYESYKFIPALEAAVK. The MHC is HLA-DQA10501-DQB10301 with pseudo-sequence HLA-DQA10501-DQB10301. The binding affinity (normalized) is 0.650. (3) The peptide sequence is MASSSSVLLVVALFA. The MHC is DRB1_1302 with pseudo-sequence DRB1_1302. The binding affinity (normalized) is 0.0572. (4) The peptide sequence is ALREKVLGLPAIKAW. The MHC is DRB1_0802 with pseudo-sequence DRB1_0802. The binding affinity (normalized) is 0.601.